Dataset: Catalyst prediction with 721,799 reactions and 888 catalyst types from USPTO. Task: Predict which catalyst facilitates the given reaction. (1) Reactant: [Cl:1][C:2]1[CH:3]=[C:4]2[C:9](=[C:10]([I:12])[CH:11]=1)[N:8]=[CH:7][NH:6][C:5]2=O.S(Cl)([Cl:16])=O. Product: [Cl:16][C:5]1[C:4]2[C:9](=[C:10]([I:12])[CH:11]=[C:2]([Cl:1])[CH:3]=2)[N:8]=[CH:7][N:6]=1. The catalyst class is: 3. (2) Reactant: [O:1]=[C:2]([N:18]1[C:24]2[CH:25]=[CH:26][CH:27]=[CH:28][C:23]=2[CH2:22][CH2:21][CH2:20][CH2:19]1)[CH2:3][NH:4][C:5]1[C:6]([NH:11][C:12]2[CH:17]=[CH:16][CH:15]=[CH:14][CH:13]=2)=[CH:7][CH:8]=[CH:9][CH:10]=1.[C:29](Cl)(=[O:34])[CH2:30][C:31](Cl)=[O:32]. The catalyst class is: 1. Product: [O:1]=[C:2]([N:18]1[C:24]2[CH:25]=[CH:26][CH:27]=[CH:28][C:23]=2[CH2:22][CH2:21][CH2:20][CH2:19]1)[CH2:3][N:4]1[C:5]2[CH:10]=[CH:9][CH:8]=[CH:7][C:6]=2[N:11]([C:12]2[CH:17]=[CH:16][CH:15]=[CH:14][CH:13]=2)[C:31](=[O:32])[CH2:30][C:29]1=[O:34].